This data is from Reaction yield outcomes from USPTO patents with 853,638 reactions. The task is: Predict the reaction yield, written as a fraction of the theoretical maximum amount of product (1.0 means a 100% yield; for example, 0.34 means a 34% yield). The reactants are [Cl:1][C:2]1[N:7]=[CH:6][C:5]([C:8](=[O:13])[C:9]([F:12])([F:11])[F:10])=[CH:4][CH:3]=1.CC([O-])(C)C.[K+].C1(C)C=CC=CC=1.COC1C=CC(C(C2C=CC(OC)=CC=2)(N)[C@H](N)C(C)C)=CC=1. The catalyst is CC(O)(C)C.CC(O)C. The product is [Cl:1][C:2]1[N:7]=[CH:6][C:5]([C@H:8]([OH:13])[C:9]([F:10])([F:11])[F:12])=[CH:4][CH:3]=1. The yield is 0.973.